Task: Predict the reaction yield, written as a fraction of the theoretical maximum amount of product (1.0 means a 100% yield; for example, 0.34 means a 34% yield).. Dataset: Reaction yield outcomes from USPTO patents with 853,638 reactions (1) The catalyst is CN(C=O)C. The yield is 0.160. The reactants are [C:1]([CH2:3][S:4][C:5]1[CH:13]=[CH:12][C:8]([C:9]([OH:11])=[O:10])=[CH:7][CH:6]=1)#[N:2].[N-:14]=[N+:15]=[N-:16].[Na+].[Cl-].[NH4+]. The product is [N:2]1[NH:14][N:15]=[N:16][C:1]=1[CH2:3][S:4][C:5]1[CH:13]=[CH:12][C:8]([C:9]([OH:11])=[O:10])=[CH:7][CH:6]=1. (2) The reactants are [H-].[Na+].[CH3:3][O:4][C:5]1[CH:12]=[CH:11][C:8]([CH2:9][OH:10])=[CH:7][CH:6]=1.C1OCCOCCOCCOCCOC1.[Cl:28][C:29]1[CH:38]=[C:37](Cl)[C:36]2[C:31](=[C:32]([CH3:42])[C:33]([O:40][CH3:41])=[CH:34][CH:35]=2)[N:30]=1. The catalyst is CN(C=O)C.O. The product is [Cl:28][C:29]1[CH:38]=[C:37]([O:10][CH2:9][C:8]2[CH:11]=[CH:12][C:5]([O:4][CH3:3])=[CH:6][CH:7]=2)[C:36]2[C:31](=[C:32]([CH3:42])[C:33]([O:40][CH3:41])=[CH:34][CH:35]=2)[N:30]=1. The yield is 0.500. (3) The reactants are [C:1]([C:4]1[O:5][CH:6]=[CH:7][CH:8]=1)(=[O:3])[CH3:2].CO[CH:11](OC)[N:12]([CH3:14])[CH3:13]. No catalyst specified. The product is [CH3:11][N:12]([CH3:14])[CH:13]=[CH:2][C:1]([C:4]1[O:5][CH:6]=[CH:7][CH:8]=1)=[O:3]. The yield is 0.970. (4) The reactants are Cl.[CH2:2]([O:9][C:10](=[O:15])[C@H:11]([CH2:13][OH:14])[NH2:12])[C:3]1[CH:8]=[CH:7][CH:6]=[CH:5][CH:4]=1.[CH:16](=O)[C:17]1[CH:22]=[CH:21][CH:20]=[CH:19][CH:18]=1.C([O-])(=O)C.[Na+].C([BH3-])#N.[Na+]. The catalyst is CO. The product is [CH2:2]([O:9][C:10](=[O:15])[C@H:11]([CH2:13][OH:14])[NH:12][CH2:16][C:17]1[CH:22]=[CH:21][CH:20]=[CH:19][CH:18]=1)[C:3]1[CH:8]=[CH:7][CH:6]=[CH:5][CH:4]=1. The yield is 0.810. (5) The reactants are [Br:1][C:2]1[CH:3]=[C:4]([CH3:9])[CH:5]=[C:6](Br)[CH:7]=1.[Cu][C:11]#[N:12]. The catalyst is CN1CCCC1=O. The product is [Br:1][C:2]1[CH:3]=[C:4]([CH3:9])[CH:5]=[C:6]([C:11]#[N:12])[CH:7]=1. The yield is 0.210. (6) The reactants are [CH3:1][O:2][C:3]1[CH:8]=[CH:7][C:6]([S:9][C:10]2[CH:15]=[CH:14][C:13]([CH2:16][N:17]3[CH2:22][CH2:21][CH:20]([C:23]4[CH:24]=[C:25]([NH:30]C(OCC5C=CC=CC=5)=O)[CH:26]=[CH:27][C:28]=4[CH3:29])[CH2:19][CH2:18]3)=[CH:12][CH:11]=2)=[CH:5][CH:4]=1.[OH-].[K+]. The catalyst is CO. The product is [CH3:1][O:2][C:3]1[CH:8]=[CH:7][C:6]([S:9][C:10]2[CH:11]=[CH:12][C:13]([CH2:16][N:17]3[CH2:22][CH2:21][CH:20]([C:23]4[CH:24]=[C:25]([NH2:30])[CH:26]=[CH:27][C:28]=4[CH3:29])[CH2:19][CH2:18]3)=[CH:14][CH:15]=2)=[CH:5][CH:4]=1. The yield is 0.982. (7) The reactants are Br[C:2]1[CH:7]=[C:6]([CH3:8])[C:5]([NH:9][C:10]([NH:12][C:13]2[CH:14]=[C:15]([C:34]3[CH:39]=[CH:38][C:37]([F:40])=[C:36]([F:41])[CH:35]=3)[CH:16]=[CH:17][C:18]=2[C:19]([NH:21][C@H:22]([C:30]([O:32][CH3:33])=[O:31])[C@@H:23]([CH3:29])[O:24][C:25]([CH3:28])([CH3:27])[CH3:26])=[O:20])=[O:11])=[C:4]([CH3:42])[CH:3]=1.[CH2:43]([Sn](CCCC)(CCCC)CC=C)[CH2:44][CH2:45]C. The catalyst is C(#N)C.C1C=CC([P]([Pd]([P](C2C=CC=CC=2)(C2C=CC=CC=2)C2C=CC=CC=2)([P](C2C=CC=CC=2)(C2C=CC=CC=2)C2C=CC=CC=2)[P](C2C=CC=CC=2)(C2C=CC=CC=2)C2C=CC=CC=2)(C2C=CC=CC=2)C2C=CC=CC=2)=CC=1. The product is [CH3:26][C:25]([O:24][C@H:23]([CH3:29])[C@@H:22]([C:30]([O:32][CH3:33])=[O:31])[NH:21][C:19]([C:18]1[CH:17]=[CH:16][C:15]([C:34]2[CH:39]=[CH:38][C:37]([F:40])=[C:36]([F:41])[CH:35]=2)=[CH:14][C:13]=1[NH:12][C:10]([NH:9][C:5]1[C:6]([CH3:8])=[CH:7][C:2]([CH2:45][CH:44]=[CH2:43])=[CH:3][C:4]=1[CH3:42])=[O:11])=[O:20])([CH3:28])[CH3:27]. The yield is 0.740. (8) The reactants are [O:1]([C:8]1[CH:9]=[C:10]([CH2:14][OH:15])[CH:11]=[N:12][CH:13]=1)[C:2]1[CH:7]=[CH:6][CH:5]=[CH:4][CH:3]=1. The catalyst is [O-2].[O-2].[Mn+4].C(Cl)Cl. The product is [O:1]([C:8]1[CH:9]=[C:10]([CH:14]=[O:15])[CH:11]=[N:12][CH:13]=1)[C:2]1[CH:3]=[CH:4][CH:5]=[CH:6][CH:7]=1. The yield is 0.810. (9) The reactants are [F:1][C:2]([F:28])([F:27])[C:3]1[CH:4]=[C:5]([NH:13][C:14](=[O:26])[C:15]2[CH:20]=[C:19](I)[CH:18]=[CH:17][C:16]=2[O:22][CH2:23][O:24][CH3:25])[CH:6]=[C:7]([C:9]([F:12])([F:11])[F:10])[CH:8]=1.C([Sn](CCCC)(CCCC)[C:34]1[CH:39]=[CH:38][CH:37]=[CH:36][N:35]=1)CCC.O. The catalyst is CN(C)C=O.Cl[Pd](Cl)([P](C1C=CC=CC=1)(C1C=CC=CC=1)C1C=CC=CC=1)[P](C1C=CC=CC=1)(C1C=CC=CC=1)C1C=CC=CC=1. The product is [F:1][C:2]([F:28])([F:27])[C:3]1[CH:4]=[C:5]([NH:13][C:14](=[O:26])[C:15]2[CH:20]=[C:19]([C:34]3[CH:39]=[CH:38][CH:37]=[CH:36][N:35]=3)[CH:18]=[CH:17][C:16]=2[O:22][CH2:23][O:24][CH3:25])[CH:6]=[C:7]([C:9]([F:12])([F:11])[F:10])[CH:8]=1. The yield is 0.208.